Task: Predict the reactants needed to synthesize the given product.. Dataset: Full USPTO retrosynthesis dataset with 1.9M reactions from patents (1976-2016) (1) Given the product [Cl:15][C:16]1[CH:24]=[CH:23][C:19]([CH2:20][N:21]([CH3:22])[C:12](=[O:14])[CH2:11][CH2:10][CH2:9][S:8][C:5]2[CH:4]=[CH:3][C:2]([OH:1])=[CH:7][CH:6]=2)=[CH:18][CH:17]=1, predict the reactants needed to synthesize it. The reactants are: [OH:1][C:2]1[CH:7]=[CH:6][C:5]([S:8][CH2:9][CH2:10][CH2:11][C:12]([OH:14])=O)=[CH:4][CH:3]=1.[Cl:15][C:16]1[CH:24]=[CH:23][C:19]([CH2:20][NH:21][CH3:22])=[CH:18][CH:17]=1. (2) Given the product [N:45]1[CH:50]=[CH:49][N:48]=[C:47]([NH:51][C:37](=[O:39])[C:36]([NH:35][C:33]([C:32]2[CH:31]=[C:30]([C:27]3[CH:28]=[CH:29][C:19]4[O:18][C:17]([C:14]5[CH:13]=[CH:12][C:11]([F:10])=[CH:16][CH:15]=5)=[C:21]([C:22]([NH:23][CH3:24])=[O:25])[C:20]=4[CH:26]=3)[CH:44]=[CH:43][CH:42]=2)=[O:34])([CH3:41])[CH3:40])[N:46]=1, predict the reactants needed to synthesize it. The reactants are: CCN(C(C)C)C(C)C.[F:10][C:11]1[CH:16]=[CH:15][C:14]([C:17]2[O:18][C:19]3[CH:29]=[CH:28][C:27]([C:30]4[CH:31]=[C:32]([CH:42]=[CH:43][CH:44]=4)[C:33]([NH:35][C:36]([CH3:41])([CH3:40])[C:37]([OH:39])=O)=[O:34])=[CH:26][C:20]=3[C:21]=2[C:22](=[O:25])[NH:23][CH3:24])=[CH:13][CH:12]=1.[N:45]1[CH:50]=[CH:49][N:48]=[C:47]([NH2:51])[N:46]=1.[H-].[Na+]. (3) Given the product [CH:38]1([O:50][C@@H:51]2[C@@H:80]([OH:81])[C@H:79]([OH:89])[C@@H:78]([CH2:97][OH:98])[O:77][C@@H:52]2[O:53][CH2:54][CH2:55][CH2:56][CH2:57][CH2:58][NH2:59])[O:39][C@H:40]([CH2:41][OH:42])[C@@H:35]([OH:34])[C@H:36]([OH:114])[C@H:37]1[OH:106], predict the reactants needed to synthesize it. The reactants are: C(O[C@@H]1[C@@H](O)[C@H](OCC2C=CC=CC=2)[C@@H](COCC2C=CC=CC=2)O[C@H]1[O:34][C@@H:35]1[C@@H:40]([CH2:41][O:42]CC2C=CC=CC=2)[O:39][C@H:38]([O:50][C@@H:51]2[C@@H:80]([O:81]CC3C=CC=CC=3)[C@H:79]([O:89]CC3C=CC=CC=3)[C@@H:78]([CH2:97][O:98]CC3C=CC=CC=3)[O:77][C@@H:52]2[O:53][CH2:54][CH2:55][CH2:56][CH2:57][CH:58](C(OCC2C=CC=CC=2)=O)[NH:59]CC2C=CC=CC=2)[C@H:37]([O:106]CC2C=CC=CC=2)[C@H:36]1[OH:114])(=O)C1C=CC=CC=1.C1COCC1.CC(O)=O. (4) Given the product [Br:1][C:2]1[CH:10]=[C:9]2[C:5]([CH:6]=[N:7][N:8]2[S:11]([C:14]2[CH:19]=[CH:18][CH:17]=[CH:16][CH:15]=2)(=[O:13])=[O:12])=[C:4]([C:20]2[O:21][C:22]([CH2:25][NH:29][CH2:30][CH:31]([OH:39])[CH2:32][N:33]3[CH2:34][CH2:35][O:36][CH2:37][CH2:38]3)=[N:23][N:24]=2)[CH:3]=1, predict the reactants needed to synthesize it. The reactants are: [Br:1][C:2]1[CH:10]=[C:9]2[C:5]([CH:6]=[N:7][N:8]2[S:11]([C:14]2[CH:19]=[CH:18][CH:17]=[CH:16][CH:15]=2)(=[O:13])=[O:12])=[C:4]([C:20]2[O:21][C:22]([CH2:25]Cl)=[N:23][N:24]=2)[CH:3]=1.[I-].[Na+].[NH2:29][CH2:30][CH:31]([OH:39])[CH2:32][N:33]1[CH2:38][CH2:37][O:36][CH2:35][CH2:34]1.CCN(C(C)C)C(C)C. (5) Given the product [Cl:1][C:2]1[CH:7]=[CH:6][C:5]([C:8]2[N:13]([CH2:14][CH3:15])[C:11](=[O:12])[NH:10][CH:9]=2)=[CH:4][CH:3]=1, predict the reactants needed to synthesize it. The reactants are: [Cl:1][C:2]1[CH:7]=[CH:6][C:5]([C:8](=O)[CH2:9][NH:10][C:11]([NH:13][CH2:14][CH3:15])=[O:12])=[CH:4][CH:3]=1.CO. (6) Given the product [Cl:19][C:4]1[CH:3]=[C:2]([C:23]#[C:22][Si:21]([CH3:38])([CH3:37])[CH3:20])[CH:7]=[C:6]([O:8][CH3:9])[C:5]=1[C:10]1[C:11](=[O:18])[CH2:12][CH2:13][CH2:14][C:15]=1[O:16][CH3:17], predict the reactants needed to synthesize it. The reactants are: Br[C:2]1[CH:7]=[C:6]([O:8][CH3:9])[C:5]([C:10]2[C:11](=[O:18])[CH2:12][CH2:13][CH2:14][C:15]=2[O:16][CH3:17])=[C:4]([Cl:19])[CH:3]=1.[CH3:20][Si:21]([CH3:38])([CH3:37])[C:22]#[C:23][Sn](CCCC)(CCCC)CCCC. (7) The reactants are: [Br:1][C:2]1[CH:7]=[CH:6][C:5]([CH:8]2[CH2:13][CH2:12][NH:11][CH2:10][CH2:9]2)=[CH:4][C:3]=1[C:14]([F:17])([F:16])[F:15].C=O.[C:20](O[BH-](OC(=O)C)OC(=O)C)(=O)C.[Na+]. Given the product [Br:1][C:2]1[CH:7]=[CH:6][C:5]([CH:8]2[CH2:13][CH2:12][N:11]([CH3:20])[CH2:10][CH2:9]2)=[CH:4][C:3]=1[C:14]([F:17])([F:15])[F:16], predict the reactants needed to synthesize it.